Dataset: Full USPTO retrosynthesis dataset with 1.9M reactions from patents (1976-2016). Task: Predict the reactants needed to synthesize the given product. (1) Given the product [N:39]1[CH:40]=[CH:41][CH:42]=[C:37]([C:2]2[CH:3]=[CH:4][C:5]([C:8]3[C:9]([C:27]([F:29])([F:30])[F:28])=[C:10]([CH2:14][O:15][CH:16]4[CH2:19][N:18]([C:20]([NH:22][C:23]([CH3:26])([CH3:24])[CH3:25])=[O:21])[CH2:17]4)[CH:11]=[CH:12][CH:13]=3)=[CH:6][CH:7]=2)[CH:38]=1, predict the reactants needed to synthesize it. The reactants are: I[C:2]1[CH:7]=[CH:6][C:5]([C:8]2[C:9]([C:27]([F:30])([F:29])[F:28])=[C:10]([CH2:14][O:15][CH:16]3[CH2:19][N:18]([C:20]([NH:22][C:23]([CH3:26])([CH3:25])[CH3:24])=[O:21])[CH2:17]3)[CH:11]=[CH:12][CH:13]=2)=[CH:4][CH:3]=1.B1([C:37]2[CH:42]=[CH:41][CH:40]=[N:39][CH:38]=2)OCCCO1.C1(P(C2C=CC=CC=2)C2C=CC=CC=2)C=CC=CC=1.C(=O)(O)[O-].[Na+]. (2) Given the product [NH2:30][C:27]1[CH:28]=[CH:29][C:24]([O:23][C:18]2[C:17]([C:6]3[C:2]([NH2:1])=[N:3][O:4][C:5]=3[CH3:8])=[CH:22][CH:21]=[CH:20][N:19]=2)=[CH:25][CH:26]=1, predict the reactants needed to synthesize it. The reactants are: [NH2:1][C:2]1[C:6](Br)=[C:5]([CH3:8])[O:4][N:3]=1.CC1(C)C(C)(C)OB([C:17]2[C:18]([O:23][C:24]3[CH:29]=[CH:28][C:27]([NH2:30])=[CH:26][CH:25]=3)=[N:19][CH:20]=[CH:21][CH:22]=2)O1.C(=O)([O-])[O-].[Na+].[Na+].F[B-](F)(F)F.C([PH+](C(C)(C)C)C(C)(C)C)(C)(C)C. (3) Given the product [Cl:17][C:9]1[CH:8]=[C:7]([C:5]2[S:6][C:2]([C:26]3[CH:31]=[CH:30][N:29]=[C:28]4[N:32]([CH2:35][CH2:36][CH2:37][C:38]([O:40][CH2:41][CH3:42])=[O:39])[CH:33]=[CH:34][C:27]=34)=[CH:3][N:4]=2)[CH:12]=[CH:11][C:10]=1[O:13][CH:14]([CH3:16])[CH3:15], predict the reactants needed to synthesize it. The reactants are: Br[C:2]1[S:6][C:5]([C:7]2[CH:12]=[CH:11][C:10]([O:13][CH:14]([CH3:16])[CH3:15])=[C:9]([Cl:17])[CH:8]=2)=[N:4][CH:3]=1.CC1(C)C(C)(C)OB([C:26]2[CH:31]=[CH:30][N:29]=[C:28]3[N:32]([CH2:35][CH2:36][CH2:37][C:38]([O:40][CH2:41][CH3:42])=[O:39])[CH:33]=[CH:34][C:27]=23)O1.C([O-])([O-])=O.[Cs+].[Cs+].O. (4) The reactants are: [CH3:1][N:2]1[C:10]2[C:5](=[CH:6][CH:7]=[C:8]([O:11][CH3:12])[CH:9]=2)[C:4]([C:13]([OH:15])=O)=[C:3]1[CH3:16].S(Cl)(Cl)=O.[CH2:21]([NH2:24])[CH2:22][CH3:23]. Given the product [CH2:21]([NH:24][C:13]([C:4]1[C:5]2[C:10](=[CH:9][C:8]([O:11][CH3:12])=[CH:7][CH:6]=2)[N:2]([CH3:1])[C:3]=1[CH3:16])=[O:15])[CH2:22][CH3:23], predict the reactants needed to synthesize it. (5) Given the product [NH2:7][CH2:8][CH2:9][O:10][CH2:11][CH2:12][N:13]([CH2:17][CH2:18][CH3:19])[CH2:14][CH2:15][CH3:16], predict the reactants needed to synthesize it. The reactants are: C(OC(=O)[NH:7][CH2:8][CH2:9][O:10][CH2:11][CH2:12][N:13]([CH2:17][CH2:18][CH3:19])[CH2:14][CH2:15][CH3:16])(C)(C)C.Cl.O1CCOCC1. (6) Given the product [Cl:15][C:9]1[CH:8]=[N:7][C:6]([C:2]2[O:1][CH:5]=[CH:4][CH:3]=2)=[CH:11][N:10]=1, predict the reactants needed to synthesize it. The reactants are: [O:1]1[CH:5]=[CH:4][CH:3]=[C:2]1[C:6]1[N:7]=[CH:8][C:9](O)=[N:10][CH:11]=1.O=P(Cl)(Cl)[Cl:15]. (7) Given the product [Cl:1][C:2]1[CH:29]=[C:28]([O:30][CH2:31][CH:32]2[CH2:33][CH2:34]2)[CH:27]=[CH:26][C:3]=1[C:4]1[O:5][C:8]2[CH:9]=[C:10]([O:11][CH2:12][C@@H:13]([NH:15][C:16](=[O:22])[O:17][C:18]([CH3:20])([CH3:21])[CH3:19])[CH3:14])[N:64]=[CH:24][C:7]=2[N:6]=1, predict the reactants needed to synthesize it. The reactants are: [Cl:1][C:2]1[CH:29]=[C:28]([O:30][CH2:31][CH:32]2[CH2:34][CH2:33]2)[CH:27]=[CH:26][C:3]=1[C:4]([NH:6][C:7]1[CH:24]=C[C:10]([O:11][CH2:12][C@@H:13]([NH:15][C:16](=[O:22])[O:17][C:18]([CH3:21])([CH3:20])[CH3:19])[CH3:14])=[CH:9][C:8]=1O)=[O:5].ClC(Cl)(Cl)C(Cl)(Cl)Cl.C1(P(C2C=CC=CC=2)C2C=CC=CC=2)C=CC=CC=1.C([N:64](CC)CC)C. (8) Given the product [F:26][C:24]1[CH:23]=[CH:22][C:21]([N+:27]([O-:29])=[O:28])=[C:20]([NH:8][C:5]2[CH:6]=[CH:7][C:2]([F:1])=[CH:3][CH:4]=2)[CH:25]=1, predict the reactants needed to synthesize it. The reactants are: [F:1][C:2]1[CH:7]=[CH:6][C:5]([NH2:8])=[CH:4][CH:3]=1.[Li+].C[Si]([N-][Si](C)(C)C)(C)C.F[C:20]1[CH:25]=[C:24]([F:26])[CH:23]=[CH:22][C:21]=1[N+:27]([O-:29])=[O:28]. (9) The reactants are: CN([CH:4]=[O:5])C.P(Cl)(Cl)(Cl)=O.[NH:11]1[C:19]2[C:14](=[CH:15][CH:16]=[CH:17][CH:18]=2)[CH:13]=[CH:12]1.[OH-].[Na+]. Given the product [CH:16]1[CH:15]=[C:14]2[C:13]([CH:4]=[O:5])=[CH:12][NH:11][C:19]2=[CH:18][CH:17]=1, predict the reactants needed to synthesize it.